This data is from Cav3 T-type calcium channel HTS with 100,875 compounds. The task is: Binary Classification. Given a drug SMILES string, predict its activity (active/inactive) in a high-throughput screening assay against a specified biological target. (1) The compound is Clc1cc(N2CCN(CC2)Cc2n(nnn2)Cc2occc2)c(cc1)C. The result is 1 (active). (2) The drug is s1c2n(nc1c1occc1)c(nn2)c1cc(OC)c(OC)c(OC)c1. The result is 0 (inactive). (3) The compound is s1c2N(CCCc2c2c1n1c(n(c2=O)c2ccccc2)nnc1)Cc1ccccc1. The result is 0 (inactive). (4) The molecule is S(=O)(=O)(Nc1ccc(C(=O)NCC2OCCC2)cc1)CCCC. The result is 0 (inactive).